From a dataset of Forward reaction prediction with 1.9M reactions from USPTO patents (1976-2016). Predict the product of the given reaction. (1) Given the reactants [Br:1][C:2]1[CH:3]=[C:4]2[C:9](=[CH:10][CH:11]=1)[N:8]=[CH:7][C:6]([C:12]#[N:13])=[C:5]2[CH3:14].CO[CH:17](OC)[N:18]([CH3:20])[CH3:19], predict the reaction product. The product is: [Br:1][C:2]1[CH:3]=[C:4]2[C:9](=[CH:10][CH:11]=1)[N:8]=[CH:7][C:6]([C:12]#[N:13])=[C:5]2/[CH:14]=[CH:17]/[N:18]([CH3:20])[CH3:19]. (2) Given the reactants C(O[C:9](=[O:39])[C@H:10]([NH:31][C:32]([O:34][C:35]([CH3:38])([CH3:37])[CH3:36])=[O:33])[CH2:11][CH2:12][C:13]1[N:17]([C:18]2[CH:23]=[CH:22][C:21]([CH3:24])=[CH:20][CH:19]=2)[C:16]2[CH:25]=[C:26]([CH3:30])[C:27]([CH3:29])=[CH:28][C:15]=2[N:14]=1)C1C=CC=CC=1.CCN=C=NCCCN(C)C.Cl.C1C=CC2N(O)N=NC=2C=1.[C:62]([O:81][NH2:82])([C:75]1[CH:80]=[CH:79][CH:78]=[CH:77][CH:76]=1)([C:69]1[CH:74]=[CH:73][CH:72]=[CH:71][CH:70]=1)[C:63]1[CH:68]=[CH:67][CH:66]=[CH:65][CH:64]=1, predict the reaction product. The product is: [C:35]([O:34][C:32]([NH:31][C@H:10]([CH2:11][CH2:12][C:13]1[N:17]([C:18]2[CH:23]=[CH:22][C:21]([CH3:24])=[CH:20][CH:19]=2)[C:16]2[CH:25]=[C:26]([CH3:30])[C:27]([CH3:29])=[CH:28][C:15]=2[N:14]=1)[C:9]([NH:82][O:81][C:62]([C:63]1[CH:68]=[CH:67][CH:66]=[CH:65][CH:64]=1)([C:75]1[CH:76]=[CH:77][CH:78]=[CH:79][CH:80]=1)[C:69]1[CH:70]=[CH:71][CH:72]=[CH:73][CH:74]=1)=[O:39])=[O:33])([CH3:37])([CH3:36])[CH3:38]. (3) Given the reactants Cl.Cl.[NH2:3][C:4]([C:16]1[CH:23]=[CH:22][C:19]([C:20]#[N:21])=[C:18]([F:24])[CH:17]=1)([C:6]1[N:7]([C:11]#CC2CC2)[CH:8]=[N:9][CH:10]=1)[CH3:5].[CH3:25][O:26][C:27]1[CH:28]=[C:29]([S:33]([NH:36][CH2:37][CH2:38][C:39]([OH:41])=O)(=[O:35])=[O:34])[CH:30]=[CH:31][CH:32]=1.CN([P+](ON1N=NC2C=[CH:57][CH:58]=[CH:59][C:54]1=2)(N(C)C)N(C)C)C.F[P-](F)(F)(F)(F)F.ON1C2N=CC=CC=2N=N1.CN1CCOCC1, predict the reaction product. The product is: [C:20]([C:19]1[CH:22]=[CH:23][C:16]([C:4]([NH:3][C:39](=[O:41])[CH2:38][CH2:37][NH:36][S:33]([C:29]2[CH:30]=[CH:31][CH:32]=[C:27]([O:26][CH3:25])[CH:28]=2)(=[O:34])=[O:35])([C:6]2[N:7]([CH3:11])[CH:8]=[N:9][CH:10]=2)[C:5]#[C:57][CH:58]2[CH2:54][CH2:59]2)=[CH:17][C:18]=1[F:24])#[N:21].